This data is from Forward reaction prediction with 1.9M reactions from USPTO patents (1976-2016). The task is: Predict the product of the given reaction. (1) Given the reactants [CH:1](=[C:6]1[CH2:10][CH2:9][CH:8]([CH2:11][CH2:12][CH2:13][CH2:14][CH3:15])[C:7]1=[O:16])[CH2:2][CH2:3][CH2:4][CH3:5], predict the reaction product. The product is: [CH2:1]([CH:6]1[CH2:10][CH2:9][CH:8]([CH2:11][CH2:12][CH2:13][CH2:14][CH3:15])[C:7]1=[O:16])[CH2:2][CH2:3][CH2:4][CH3:5]. (2) Given the reactants [CH2:1]([O:3][C:4]([C:6]1[O:7][C:8]([CH:11]2[CH2:16][CH2:15][CH2:14][C:13](=O)[CH2:12]2)=[CH:9][CH:10]=1)=[O:5])[CH3:2].[C:18]1([C@H:28]([NH2:30])[CH3:29])[C:27]2[C:22](=[CH:23][CH:24]=[CH:25][CH:26]=2)[CH:21]=[CH:20][CH:19]=1, predict the reaction product. The product is: [CH2:1]([O:3][C:4]([C:6]1[O:7][C:8]([CH:11]2[CH2:16][CH2:15][CH2:14][CH:13]([NH:30][C@@H:28]([C:18]3[C:27]4[C:22](=[CH:23][CH:24]=[CH:25][CH:26]=4)[CH:21]=[CH:20][CH:19]=3)[CH3:29])[CH2:12]2)=[CH:9][CH:10]=1)=[O:5])[CH3:2]. (3) Given the reactants [N:1]1[CH:6]=[CH:5][CH:4]=[CH:3][C:2]=1[CH2:7][NH:8][C:9](=[O:15])[O:10][C:11]([CH3:14])([CH3:13])[CH3:12].[H-].[Na+].Br[CH2:19][C:20]1[CH:29]=[CH:28][C:23]([C:24]([O:26][CH3:27])=[O:25])=[CH:22][CH:21]=1, predict the reaction product. The product is: [C:11]([O:10][C:9]([N:8]([CH2:19][C:20]1[CH:29]=[CH:28][C:23]([C:24]([O:26][CH3:27])=[O:25])=[CH:22][CH:21]=1)[CH2:7][C:2]1[CH:3]=[CH:4][CH:5]=[CH:6][N:1]=1)=[O:15])([CH3:12])([CH3:14])[CH3:13]. (4) Given the reactants [CH3:1][C:2]1([CH3:32])[C:4]2([CH2:7][CH2:6][CH2:5]2)[C@:3]21[CH2:11][C@@H:10]([C:12]([NH:14][C@:15]1([C:20](=[O:31])[NH:21][S:22]([C:25]3([CH2:28][CH2:29][CH3:30])[CH2:27][CH2:26]3)(=[O:24])=[O:23])[CH2:17][C@@H:16]1[CH2:18][CH3:19])=[O:13])[NH:9][CH2:8]2.[C:33]([O:37][C:38]([NH:40][C@@H:41]([C:45]([CH3:48])([CH3:47])[CH3:46])[C:42](O)=[O:43])=[O:39])([CH3:36])([CH3:35])[CH3:34].CN(C(ON1N=NC2C=CC=NC1=2)=[N+](C)C)C.F[P-](F)(F)(F)(F)F.CCN(C(C)C)C(C)C, predict the reaction product. The product is: [CH3:32][C:2]1([CH3:1])[C:4]2([CH2:5][CH2:6][CH2:7]2)[C@:3]21[CH2:11][C@@H:10]([C:12](=[O:13])[NH:14][C@:15]1([C:20](=[O:31])[NH:21][S:22]([C:25]3([CH2:28][CH2:29][CH3:30])[CH2:26][CH2:27]3)(=[O:24])=[O:23])[CH2:17][C@@H:16]1[CH2:18][CH3:19])[N:9]([C:42]([C@@H:41]([NH:40][C:38](=[O:39])[O:37][C:33]([CH3:36])([CH3:35])[CH3:34])[C:45]([CH3:48])([CH3:47])[CH3:46])=[O:43])[CH2:8]2. (5) Given the reactants [Cl:1][C:2]1[CH:7]=[C:6]([F:8])[CH:5]=[CH:4][C:3]=1[SH:9].[C:10](=O)([O-])[O-].[K+].[K+].CI, predict the reaction product. The product is: [Cl:1][C:2]1[CH:7]=[C:6]([F:8])[CH:5]=[CH:4][C:3]=1[S:9][CH3:10]. (6) Given the reactants Br[C:2]1[C:10]2[O:9][C:8]([C:11]3[CH:16]=[CH:15][C:14]([O:17]C)=[CH:13][CH:12]=3)=[N:7][C:6]=2[CH:5]=[C:4]([O:19]C)[CH:3]=1.Br[Zn][CH:23]1[CH2:27][CH2:26][CH2:25][CH2:24]1, predict the reaction product. The product is: [CH:23]1([C:2]2[C:10]3[O:9][C:8]([C:11]4[CH:12]=[CH:13][C:14]([OH:17])=[CH:15][CH:16]=4)=[N:7][C:6]=3[CH:5]=[C:4]([OH:19])[CH:3]=2)[CH2:27][CH2:26][CH2:25][CH2:24]1.